Dataset: Forward reaction prediction with 1.9M reactions from USPTO patents (1976-2016). Task: Predict the product of the given reaction. (1) Given the reactants [S:1]1[C:5]2[CH:6]=[CH:7][CH:8]=[CH:9][C:4]=2[N:3]=[C:2]1[C:10]1[C:14]([C:15]([O:17]CC)=[O:16])=[CH:13][N:12]([CH2:20][O:21][CH2:22][CH2:23][Si:24]([CH3:27])([CH3:26])[CH3:25])[N:11]=1.[OH-].[Na+], predict the reaction product. The product is: [S:1]1[C:5]2[CH:6]=[CH:7][CH:8]=[CH:9][C:4]=2[N:3]=[C:2]1[C:10]1[C:14]([C:15]([OH:17])=[O:16])=[CH:13][N:12]([CH2:20][O:21][CH2:22][CH2:23][Si:24]([CH3:27])([CH3:26])[CH3:25])[N:11]=1. (2) Given the reactants O[CH2:2][C:3]1[CH:4]=[C:5]([C:9]2[N:10]=[C:11]3[C:16](=[CH:17][CH:18]=2)[N:15]([CH3:19])[C:14](=[O:20])[CH2:13][CH2:12]3)[CH:6]=[N:7][CH:8]=1.S(Cl)([Cl:23])=O.C([O-])(O)=O.[Na+], predict the reaction product. The product is: [Cl:23][CH2:2][C:3]1[CH:4]=[C:5]([C:9]2[N:10]=[C:11]3[C:16](=[CH:17][CH:18]=2)[N:15]([CH3:19])[C:14](=[O:20])[CH2:13][CH2:12]3)[CH:6]=[N:7][CH:8]=1.